From a dataset of Full USPTO retrosynthesis dataset with 1.9M reactions from patents (1976-2016). Predict the reactants needed to synthesize the given product. (1) Given the product [ClH:25].[C:1]([C:5]1[C:10]([O:11][CH2:12][CH3:13])=[CH:9][C:8]([C:14]2[N:15]([C:33]([N:42]3[CH2:43][CH2:44][NH:39][C:40](=[O:45])[CH2:41]3)=[O:34])[C@H:16]([C:26]3[CH:31]=[CH:30][C:29]([Cl:32])=[CH:28][CH:27]=3)[C@H:17]([C:19]3[CH:20]=[CH:21][C:22]([Cl:25])=[CH:23][CH:24]=3)[N:18]=2)=[C:7]([O:36][CH2:37][CH3:38])[CH:6]=1)([CH3:2])([CH3:4])[CH3:3], predict the reactants needed to synthesize it. The reactants are: [C:1]([C:5]1[C:10]([O:11][CH2:12][CH3:13])=[CH:9][C:8]([C:14]2[N:15]([C:33](Cl)=[O:34])[C@H:16]([C:26]3[CH:31]=[CH:30][C:29]([Cl:32])=[CH:28][CH:27]=3)[C@H:17]([C:19]3[CH:24]=[CH:23][C:22]([Cl:25])=[CH:21][CH:20]=3)[N:18]=2)=[C:7]([O:36][CH2:37][CH3:38])[CH:6]=1)([CH3:4])([CH3:3])[CH3:2].[NH:39]1[CH2:44][CH2:43][NH:42][CH2:41][C:40]1=[O:45]. (2) Given the product [Br:15][C:12]1[S:11][C:10]([CH:9]=[C:19]([CH3:21])[CH3:18])=[CH:14][CH:13]=1, predict the reactants needed to synthesize it. The reactants are: C(OP([CH2:9][C:10]1[S:11][C:12]([Br:15])=[CH:13][CH:14]=1)(=O)OCC)C.[H-].[Na+].[CH3:18][C:19]([CH3:21])=O.O. (3) Given the product [OH:50][C:45]1([C:11]2[S:12][C:8]([C:6]3[CH:7]=[C:2]([CH3:1])[CH:3]=[C:4]([NH:13][C:14]4[CH:19]=[C:18]([C:20]([F:23])([F:21])[F:22])[CH:17]=[CH:16][N:15]=4)[N:5]=3)=[CH:9][N:10]=2)[CH2:46][CH2:47][CH2:48][C:49]2[C:40]([O:39][CH2:38][C:37]3[CH:55]=[CH:56][C:34]([O:33][CH3:32])=[CH:35][CH:36]=3)=[C:41]([C:51]([O:53][CH3:54])=[O:52])[CH:42]=[CH:43][C:44]1=2, predict the reactants needed to synthesize it. The reactants are: [CH3:1][C:2]1[CH:7]=[C:6]([C:8]2[S:12][CH:11]=[N:10][CH:9]=2)[N:5]=[C:4]([NH:13][C:14]2[CH:19]=[C:18]([C:20]([F:23])([F:22])[F:21])[CH:17]=[CH:16][N:15]=2)[CH:3]=1.[Li+].CC([N-]C(C)C)C.[CH3:32][O:33][C:34]1[CH:56]=[CH:55][C:37]([CH2:38][O:39][C:40]2[C:49]3[CH2:48][CH2:47][CH2:46][C:45](=[O:50])[C:44]=3[CH:43]=[CH:42][C:41]=2[C:51]([O:53][CH3:54])=[O:52])=[CH:36][CH:35]=1.